From a dataset of Reaction yield outcomes from USPTO patents with 853,638 reactions. Predict the reaction yield, written as a fraction of the theoretical maximum amount of product (1.0 means a 100% yield; for example, 0.34 means a 34% yield). The reactants are [OH:1][C:2]1[C:10]([OH:11])=[CH:9][CH:8]=[CH:7][C:3]=1[C:4]([OH:6])=O.[Si](Cl)(C)(C)C.CCN=C=NCCCN(C)C.[NH2:28][CH2:29][CH2:30][NH:31][C:32](=[O:58])[CH2:33][C@@H:34]1[N:40]=[C:39]([C:41]2[CH:46]=[CH:45][C:44]([Cl:47])=[CH:43][CH:42]=2)[C:38]2[CH:48]=[C:49]([O:52][CH3:53])[CH:50]=[CH:51][C:37]=2[N:36]2[C:54]([CH3:57])=[N:55][N:56]=[C:35]12. The catalyst is C(Cl)Cl.CN(C1C=CN=CC=1)C. The product is [Cl:47][C:44]1[CH:45]=[CH:46][C:41]([C:39]2[C:38]3[CH:48]=[C:49]([O:52][CH3:53])[CH:50]=[CH:51][C:37]=3[N:36]3[C:54]([CH3:57])=[N:55][N:56]=[C:35]3[C@H:34]([CH2:33][C:32]([NH:31][CH2:30][CH2:29][NH:28][C:4](=[O:6])[C:3]3[CH:7]=[CH:8][CH:9]=[C:10]([OH:11])[C:2]=3[OH:1])=[O:58])[N:40]=2)=[CH:42][CH:43]=1. The yield is 0.353.